This data is from TCR-epitope binding with 47,182 pairs between 192 epitopes and 23,139 TCRs. The task is: Binary Classification. Given a T-cell receptor sequence (or CDR3 region) and an epitope sequence, predict whether binding occurs between them. (1) The epitope is MPASWVMRI. The TCR CDR3 sequence is CASSPGLAGGGTYNEQFF. Result: 0 (the TCR does not bind to the epitope). (2) The epitope is NYSGVVTTVMF. The TCR CDR3 sequence is CASSQDMPSAGGDGETQYF. Result: 0 (the TCR does not bind to the epitope). (3) The epitope is FLNGSCGSV. The TCR CDR3 sequence is CASGRGQGSNEQFF. Result: 1 (the TCR binds to the epitope). (4) The epitope is NLWNTFTRL. The TCR CDR3 sequence is CASSSLLAGVMEEQFF. Result: 0 (the TCR does not bind to the epitope). (5) The epitope is HSKKKCDEL. The TCR CDR3 sequence is CASSPSEERNTEAFF. Result: 0 (the TCR does not bind to the epitope). (6) The epitope is TLVPQEHYV. The TCR CDR3 sequence is CSVVLGTGPAYEQYF. Result: 1 (the TCR binds to the epitope). (7) Result: 0 (the TCR does not bind to the epitope). The TCR CDR3 sequence is CATSDTLGEQYF. The epitope is ELAGIGILTV. (8) The epitope is FPPTSFGPL. Result: 0 (the TCR does not bind to the epitope). The TCR CDR3 sequence is CASSFLPGELFF. (9) The epitope is LLLGIGILV. The TCR CDR3 sequence is CASSAQGGNYGYTF. Result: 0 (the TCR does not bind to the epitope).